From a dataset of Forward reaction prediction with 1.9M reactions from USPTO patents (1976-2016). Predict the product of the given reaction. (1) The product is: [Cl:8][C:6]1[N:7]=[C:2]([Cl:1])[N:3]=[C:4]([N:9]2[CH2:13][CH2:12][CH2:18][C:11]([F:14])([F:15])[CH2:10]2)[N:5]=1. Given the reactants [Cl:1][C:2]1[N:7]=[C:6]([Cl:8])[N:5]=[C:4]([N:9]2[CH2:13][CH2:12][C:11]([F:15])([F:14])[CH2:10]2)[N:3]=1.Cl.F[C:18]1(F)CCNC1, predict the reaction product. (2) The product is: [Br:13][C:6]1[CH:5]=[C:4]2[C:9](=[CH:8][CH:7]=1)[N:1]([C:10](=[O:12])[CH3:11])[CH2:2][CH2:3]2. Given the reactants [N:1]1([C:10](=[O:12])[CH3:11])[C:9]2[C:4](=[CH:5][CH:6]=[CH:7][CH:8]=2)[CH2:3][CH2:2]1.[Br:13]Br, predict the reaction product. (3) The product is: [O:4]([C:11]1[CH:31]=[CH:30][C:14]2[CH:15]=[C:16]([CH2:18][NH2:19])[O:17][C:13]=2[CH:12]=1)[C:5]1[CH:6]=[CH:7][CH:8]=[CH:9][CH:10]=1. Given the reactants C(O)C.[O:4]([C:11]1[CH:31]=[CH:30][C:14]2[CH:15]=[C:16]([CH2:18][N:19]3C(=O)C4C(=CC=CC=4)C3=O)[O:17][C:13]=2[CH:12]=1)[C:5]1[CH:10]=[CH:9][CH:8]=[CH:7][CH:6]=1.O.NN, predict the reaction product. (4) Given the reactants C(#N)C.C(=O)([O-])[O-].[K+].[K+].CC1(C)C(C)(C)OB([C:18]2[CH2:23][CH2:22][CH:21]([C:24]([O:26][CH2:27][CH3:28])=[O:25])[CH2:20][CH:19]=2)O1.Br[C:31]1[CH:36]=[CH:35][C:34]([NH:37][C:38](=[O:44])[O:39][C:40]([CH3:43])([CH3:42])[CH3:41])=[C:33]([F:45])[CH:32]=1, predict the reaction product. The product is: [C:40]([O:39][C:38]([NH:37][C:34]1[CH:35]=[CH:36][C:31]([C:18]2[CH2:23][CH2:22][CH:21]([C:24]([O:26][CH2:27][CH3:28])=[O:25])[CH2:20][CH:19]=2)=[CH:32][C:33]=1[F:45])=[O:44])([CH3:43])([CH3:41])[CH3:42]. (5) Given the reactants IC.[I:3][C:4]1[CH:11]=[C:10]([O:12][CH3:13])[C:9]([O:14][CH:15]([CH3:17])[CH3:16])=[CH:8][C:5]=1[CH:6]=[O:7].[NH4+].[Cl-].[CH3:20][CH2:21]OCC, predict the reaction product. The product is: [I:3][C:4]1[CH:11]=[C:10]([O:12][CH3:13])[C:9]([O:14][CH:15]([CH3:17])[CH3:16])=[CH:8][C:5]=1[CH:6]([OH:7])[CH2:20][CH3:21]. (6) The product is: [F:1][C:2]1[CH:7]=[CH:6][C:5]([F:8])=[CH:4][C:3]=1[N:9]1[C:3]([NH2:9])=[CH:2][C:7]([CH3:6])=[N:10]1. Given the reactants [F:1][C:2]1[CH:7]=[CH:6][C:5]([F:8])=[CH:4][C:3]=1[NH:9][NH2:10].[OH-].[Na+], predict the reaction product. (7) Given the reactants Cl.[CH:2]1([CH2:5][O:6][C:7]2[CH:12]=[C:11]([F:13])[C:10]([O:14][CH3:15])=[CH:9][C:8]=2[C:16]2[CH:21]=[CH:20][N:19]=[C:18]3[C:22]([C:26]([NH:28][CH:29]4[CH2:34][CH2:33][NH:32][CH2:31][CH2:30]4)=[O:27])=[C:23]([CH3:25])[NH:24][C:17]=23)[CH2:4][CH2:3]1.[C:35](Cl)(=[O:37])[CH3:36], predict the reaction product. The product is: [C:35]([N:32]1[CH2:31][CH2:30][CH:29]([NH:28][C:26]([C:22]2[C:18]3=[N:19][CH:20]=[CH:21][C:16]([C:8]4[CH:9]=[C:10]([O:14][CH3:15])[C:11]([F:13])=[CH:12][C:7]=4[O:6][CH2:5][CH:2]4[CH2:4][CH2:3]4)=[C:17]3[NH:24][C:23]=2[CH3:25])=[O:27])[CH2:34][CH2:33]1)(=[O:37])[CH3:36]. (8) Given the reactants [OH-].[K+].[F:3][C:4]1[CH:5]=[C:6]2[C:11](=[CH:12][CH:13]=1)[N:10]([C@H:14]([CH2:18][CH3:19])[C:15]([O-:17])=[O:16])[CH2:9][CH2:8][CH2:7]2.FC1C=C2C(=CC=1)N([C@H](C(C)C)C(O)=O)CCC2, predict the reaction product. The product is: [F:3][C:4]1[CH:5]=[C:6]2[C:11](=[CH:12][CH:13]=1)[N:10]([C@H:14]([CH2:18][CH3:19])[C:15]([OH:17])=[O:16])[CH2:9][CH2:8][CH2:7]2. (9) Given the reactants [C:1]1(B(O)O)[CH:6]=[CH:5][CH:4]=[CH:3][CH:2]=1.[F-].[K+].Cl[C:13]1[CH:20]=[CH:19][C:16]([C:17]#[N:18])=[CH:15][CH:14]=1, predict the reaction product. The product is: [C:17]([C:16]1[CH:19]=[CH:20][C:13]([C:1]2[CH:6]=[CH:5][CH:4]=[CH:3][CH:2]=2)=[CH:14][CH:15]=1)#[N:18].